This data is from Forward reaction prediction with 1.9M reactions from USPTO patents (1976-2016). The task is: Predict the product of the given reaction. (1) Given the reactants [C:1]1([C:7](=O)[CH2:8][CH:9]([C:12]#[N:13])[C:10]#[N:11])[CH:6]=[CH:5][CH:4]=[CH:3][CH:2]=1.[SH:15][C:16]1[CH:21]=[CH:20][N:19]=[CH:18][CH:17]=1, predict the reaction product. The product is: [C:1]1([C:7]2[NH:11][C:10]([S:15][C:16]3[CH:21]=[CH:20][N:19]=[CH:18][CH:17]=3)=[C:9]([C:12]#[N:13])[CH:8]=2)[CH:6]=[CH:5][CH:4]=[CH:3][CH:2]=1. (2) Given the reactants [Si:1]([O:8][C@H:9]1[CH2:13][CH2:12][N:11]([CH2:14][C@H:15]([C:17]2[CH:18]=[C:19]([CH:22]=[C:23]([F:25])[CH:24]=2)[C:20]#[N:21])O)[CH2:10]1)([C:4]([CH3:7])([CH3:6])[CH3:5])([CH3:3])[CH3:2].CS(Cl)(=O)=O.[CH3:31][NH2:32], predict the reaction product. The product is: [Si:1]([O:8][C@H:9]1[CH2:13][CH2:12][N:11]([CH2:14][C@H:15]([C:17]2[CH:18]=[C:19]([CH:22]=[C:23]([F:25])[CH:24]=2)[C:20]#[N:21])[NH:32][CH3:31])[CH2:10]1)([C:4]([CH3:7])([CH3:6])[CH3:5])([CH3:3])[CH3:2]. (3) The product is: [F:1][C:2]([F:27])([C:23]([F:26])([F:25])[F:24])[C:3]([F:22])([F:21])[C:4]1[CH:9]=[C:8]([C:10]2[CH:15]=[CH:14][C:13]([N+:16]([O-:18])=[O:17])=[CH:12][CH:11]=2)[N:7]=[C:6]([C:57]2[CH:58]=[CH:59][C:54]([C:53]([F:64])([F:63])[F:52])=[CH:55][CH:56]=2)[N:5]=1. Given the reactants [F:1][C:2]([F:27])([C:23]([F:26])([F:25])[F:24])[C:3]([F:22])([F:21])[C:4]1[CH:9]=[C:8]([C:10]2[CH:15]=[CH:14][C:13]([N+:16]([O-:18])=[O:17])=[CH:12][CH:11]=2)[N:7]=[C:6](SC)[N:5]=1.[N+](C1C=CC(C(=O)CC(=O)C(F)(F)C(F)(F)C(F)(F)F)=CC=1)([O-])=O.[F:52][C:53]([F:64])([F:63])[C:54]1[CH:59]=[CH:58][C:57](B(O)O)=[CH:56][CH:55]=1.O1C=CC=C1P(C1OC=CC=1)C1OC=CC=1, predict the reaction product. (4) Given the reactants [BH:1]([OH:3])[OH:2].BrC1C=C(N2C3N=C(NC4C=CC(OC)=CC=4)N=CC=3C3=NN=C(O)C3=C2)C=CC=1.C([O-])([O-])=O.[Na+].[Na+].FC1C=CC(C2C=CC=C([N:53]3[C:58]4[N:59]=[C:60](NC5C=CC(OC)=CC=5)[N:61]=[CH:62][C:57]=4[C:56]4=[N:72][NH:73][CH:74]=[C:55]4[C:54]3=[O:75])C=2)=CC=1, predict the reaction product. The product is: [BH:1]([OH:3])[OH:2].[N:72]1[NH:73][CH:74]=[C:55]2[C:54](=[O:75])[NH:53][C:58]3[N:59]=[CH:60][N:61]=[CH:62][C:57]=3[C:56]=12.